From a dataset of NCI-60 drug combinations with 297,098 pairs across 59 cell lines. Regression. Given two drug SMILES strings and cell line genomic features, predict the synergy score measuring deviation from expected non-interaction effect. (1) Drug 1: CC1C(C(CC(O1)OC2CC(CC3=C2C(=C4C(=C3O)C(=O)C5=C(C4=O)C(=CC=C5)OC)O)(C(=O)C)O)N)O.Cl. Drug 2: CN(C)N=NC1=C(NC=N1)C(=O)N. Cell line: OVCAR3. Synergy scores: CSS=23.6, Synergy_ZIP=-7.42, Synergy_Bliss=-6.02, Synergy_Loewe=-11.3, Synergy_HSA=-6.34. (2) Drug 1: C1=C(C(=O)NC(=O)N1)F. Drug 2: CC1C(C(CC(O1)OC2CC(CC3=C2C(=C4C(=C3O)C(=O)C5=CC=CC=C5C4=O)O)(C(=O)C)O)N)O. Cell line: SF-295. Synergy scores: CSS=49.6, Synergy_ZIP=-7.17, Synergy_Bliss=-8.37, Synergy_Loewe=-5.01, Synergy_HSA=-3.42.